From a dataset of Full USPTO retrosynthesis dataset with 1.9M reactions from patents (1976-2016). Predict the reactants needed to synthesize the given product. Given the product [NH2:15][C:16]1[CH:24]=[CH:23][C:22]([F:25])=[CH:21][C:17]=1[C:18]([N:13]([O:12][CH3:11])[CH3:14])=[O:19], predict the reactants needed to synthesize it. The reactants are: C(N(C(C)C)CC)(C)C.Cl.[CH3:11][O:12][NH:13][CH3:14].[NH2:15][C:16]1[CH:24]=[CH:23][C:22]([F:25])=[CH:21][C:17]=1[C:18](O)=[O:19].C(Cl)CCl.